From a dataset of Forward reaction prediction with 1.9M reactions from USPTO patents (1976-2016). Predict the product of the given reaction. The product is: [NH2:1][C:2]1[C:7]([NH2:8])=[C:6]([C:11]2[S:12][CH:13]=[CH:14][CH:15]=2)[CH:5]=[CH:4][N:3]=1. Given the reactants [NH2:1][C:2]1[C:7]([N+:8]([O-])=O)=[C:6]([C:11]2[S:12][CH:13]=[CH:14][CH:15]=2)[CH:5]=[CH:4][N:3]=1.C(OCC)(=O)C.[BH4-].[Na+].[Cl-].[NH4+], predict the reaction product.